From a dataset of Full USPTO retrosynthesis dataset with 1.9M reactions from patents (1976-2016). Predict the reactants needed to synthesize the given product. (1) Given the product [CH3:22][O:21][C:18]1[CH:17]=[CH:16][C:15]([CH2:14][N:8]([CH2:7][C:6]2[CH:5]=[CH:4][C:3]([O:2][CH3:1])=[CH:24][CH:23]=2)[S:9]([C@@H:12]([C@@H:31]([CH3:30])[CH2:26][CH:27]=[CH2:28])[CH3:13])(=[O:11])=[O:10])=[CH:20][CH:19]=1.[CH3:22][O:21][C:18]1[CH:17]=[CH:16][C:15]([CH2:14][N:8]([CH2:7][C:6]2[CH:5]=[CH:4][C:3]([O:2][CH3:1])=[CH:24][CH:23]=2)[S:9]([C@H:12]([C@@H:31]([CH3:30])[CH2:26][CH:27]=[CH2:28])[CH3:13])(=[O:11])=[O:10])=[CH:20][CH:19]=1, predict the reactants needed to synthesize it. The reactants are: [CH3:1][O:2][C:3]1[CH:24]=[CH:23][C:6]([CH2:7][N:8]([CH2:14][C:15]2[CH:20]=[CH:19][C:18]([O:21][CH3:22])=[CH:17][CH:16]=2)[S:9]([CH2:12][CH3:13])(=[O:11])=[O:10])=[CH:5][CH:4]=1.C[C:26]1[CH:31]=[CH:30]C(S(O[C@@H](CC=C)C)(=O)=O)=[CH:28][CH:27]=1. (2) Given the product [CH3:20][C:14]1[CH:13]=[C:12]([C:11]2[O:1][C:2]3[CH:7]=[C:6]([Cl:8])[CH:5]=[CH:4][C:3]=3[C:9](=[O:21])[CH:10]=2)[CH:17]=[C:16]([CH3:18])[C:15]=1[OH:19], predict the reactants needed to synthesize it. The reactants are: [OH:1][C:2]1[CH:7]=[C:6]([Cl:8])[CH:5]=[CH:4][C:3]=1[C:9](=[O:21])[CH:10]=[CH:11][C:12]1[CH:17]=[C:16]([CH3:18])[C:15]([OH:19])=[C:14]([CH3:20])[CH:13]=1.II. (3) Given the product [O:28]=[C:24]1[C:19]2[CH:18]=[CH:17][C:16]3[N:15]([CH2:29][CH2:30][CH2:31][N:32]([CH2:45][CH3:46])[S:33]([C:36]4[CH:41]=[CH:40][CH:39]=[CH:38][C:37]=4[N+:42]([O-:44])=[O:43])(=[O:34])=[O:35])[C:14]4[CH:13]=[CH:12][C:11]5[C:9](=[O:10])[CH2:8][CH2:7][C:23]=5[C:22]=4[C:21]=3[C:20]=2[CH2:26][CH2:25]1, predict the reactants needed to synthesize it. The reactants are: OS(O)(=O)=O.Cl[CH2:7][CH2:8][C:9]([C:11]1[CH:12]=[CH:13][C:14]2[N:15]([CH2:29][CH2:30][CH2:31][N:32]([CH2:45][CH3:46])[S:33]([C:36]3[CH:41]=[CH:40][CH:39]=[CH:38][C:37]=3[N+:42]([O-:44])=[O:43])(=[O:35])=[O:34])[C:16]3[C:21]([C:22]=2[CH:23]=1)=[CH:20][C:19]([C:24](=[O:28])[CH2:25][CH2:26]Cl)=[CH:18][CH:17]=3)=[O:10]. (4) Given the product [OH:3][CH:4]([C:25]1[CH:26]=[CH:27][C:28]([O:31][C:32]2[CH:37]=[CH:36][CH:35]=[CH:34][CH:33]=2)=[CH:29][CH:30]=1)[CH:5]([CH2:11][C:12]1[CH:17]=[CH:16][CH:15]=[C:14]([O:18][C:19]([F:24])([F:23])[CH:20]([F:22])[F:21])[CH:13]=1)[C:6]([O:8][CH2:9][CH3:10])=[O:7], predict the reactants needed to synthesize it. The reactants are: [BH4-].[Na+].[O:3]=[C:4]([C:25]1[CH:30]=[CH:29][C:28]([O:31][C:32]2[CH:37]=[CH:36][CH:35]=[CH:34][CH:33]=2)=[CH:27][CH:26]=1)[CH:5]([CH2:11][C:12]1[CH:17]=[CH:16][CH:15]=[C:14]([O:18][C:19]([F:24])([F:23])[CH:20]([F:22])[F:21])[CH:13]=1)[C:6]([O:8][CH2:9][CH3:10])=[O:7].Cl.O. (5) Given the product [N:1]1([C:7]2[CH:22]=[CH:21][C:10]([CH:11]=[CH:12][C:13]3[C:14]([F:20])=[N:15][CH:16]=[C:17]([B:23]4[O:27][C:26]([CH3:29])([CH3:28])[C:25]([CH3:31])([CH3:30])[O:24]4)[CH:18]=3)=[CH:9][CH:8]=2)[CH2:6][CH2:5][CH2:4][CH2:3][CH2:2]1, predict the reactants needed to synthesize it. The reactants are: [N:1]1([C:7]2[CH:22]=[CH:21][C:10]([CH:11]=[CH:12][C:13]3[C:14]([F:20])=[N:15][CH:16]=[C:17](Br)[CH:18]=3)=[CH:9][CH:8]=2)[CH2:6][CH2:5][CH2:4][CH2:3][CH2:2]1.[B:23]1([B:23]2[O:27][C:26]([CH3:29])([CH3:28])[C:25]([CH3:31])([CH3:30])[O:24]2)[O:27][C:26]([CH3:29])([CH3:28])[C:25]([CH3:31])([CH3:30])[O:24]1.O1CCOCC1.CCOC(C)=O. (6) Given the product [Cl:21][C:22]1[CH:29]=[CH:28][C:25]([CH2:26][N:9]2[C:8]([C:5]3[CH:4]=[CH:3][C:2]([CH3:1])=[CH:7][CH:6]=3)=[C:16]3[C:11]([CH:12]=[CH:13][CH:14]=[CH:15]3)=[N:10]2)=[CH:24][CH:23]=1, predict the reactants needed to synthesize it. The reactants are: [CH3:1][C:2]1[CH:7]=[CH:6][C:5]([C:8]2[C:16]3[C:11](=[CH:12][CH:13]=[CH:14][CH:15]=3)[NH:10][N:9]=2)=[CH:4][CH:3]=1.CC[O-].[Na+].[Cl:21][C:22]1[CH:29]=[CH:28][C:25]([CH2:26]Cl)=[CH:24][CH:23]=1. (7) Given the product [O:42]1[CH2:43][CH2:44][C:40]([C:22]2[C:21]([CH3:20])=[C:26]([C:2]3[CH:7]=[N:6][N:5]([CH2:8][C:9]4[CH:14]=[CH:13][C:12]([OH:15])=[CH:11][CH:10]=4)[C:4](=[O:17])[C:3]=3[O:18][CH3:19])[CH:25]=[CH:24][C:23]=2[S:36]([CH3:39])(=[O:38])=[O:37])=[N:41]1, predict the reactants needed to synthesize it. The reactants are: Cl[C:2]1[CH:7]=[N:6][N:5]([CH2:8][C:9]2[CH:14]=[CH:13][C:12]([O:15]C)=[CH:11][CH:10]=2)[C:4](=[O:17])[C:3]=1[O:18][CH3:19].[CH3:20][C:21]1[C:26](B2OC(C)(C)C(C)(C)O2)=[CH:25][CH:24]=[C:23]([S:36]([CH3:39])(=[O:38])=[O:37])[C:22]=1[C:40]1[CH2:44][CH2:43][O:42][N:41]=1.P([O-])([O-])([O-])=O.[K+].[K+].[K+].COC1C=CC=C(OC)C=1C1C=CC=CC=1P(C1CCCCC1)C1CCCCC1. (8) Given the product [NH2:1][C:2]1[N:11]=[CH:10][C:9]2[C:4](=[C:5]([O:18][CH3:19])[C:6]([Br:20])=[CH:7][C:8]=2[C:12]2[CH:17]=[CH:16][CH:15]=[CH:14][CH:13]=2)[N:3]=1, predict the reactants needed to synthesize it. The reactants are: [NH2:1][C:2]1[N:11]=[CH:10][C:9]2[C:4](=[C:5]([O:18][CH3:19])[CH:6]=[CH:7][C:8]=2[C:12]2[CH:17]=[CH:16][CH:15]=[CH:14][CH:13]=2)[N:3]=1.[Br:20]Br.[Na]. (9) Given the product [CH2:9]1[C:10]2[C:15](=[CH:14][CH:13]=[CH:12][CH:11]=2)[CH2:16][N:8]1[C:6]1[CH:7]=[C:2]([N:25]2[CH2:30][CH2:29][NH:28][CH2:27][CH2:26]2)[N:3]=[C:4]([NH2:17])[N:5]=1, predict the reactants needed to synthesize it. The reactants are: Cl[C:2]1[CH:7]=[C:6]([N:8]2[CH2:16][C:15]3[C:10](=[CH:11][CH:12]=[CH:13][CH:14]=3)[CH2:9]2)[N:5]=[C:4]([NH2:17])[N:3]=1.C(OC([N:25]1[CH2:30][CH2:29][NH:28][CH2:27][CH2:26]1)=O)(C)(C)C.O. (10) Given the product [CH3:5][C:4]([CH3:1])([CH2:6][NH:15][CH2:14][CH:8]1[CH2:13][CH2:12][CH2:11][CH2:10][CH2:9]1)[CH:3]=[O:7], predict the reactants needed to synthesize it. The reactants are: [CH2:1]=O.[CH:3](=[O:7])[CH:4]([CH3:6])[CH3:5].[CH:8]1([CH2:14][NH2:15])[CH2:13][CH2:12][CH2:11][CH2:10][CH2:9]1.